Dataset: NCI-60 drug combinations with 297,098 pairs across 59 cell lines. Task: Regression. Given two drug SMILES strings and cell line genomic features, predict the synergy score measuring deviation from expected non-interaction effect. (1) Drug 1: C1=NC2=C(N1)C(=S)N=C(N2)N. Drug 2: CN1C(=O)N2C=NC(=C2N=N1)C(=O)N. Cell line: NCI-H460. Synergy scores: CSS=38.7, Synergy_ZIP=-1.24, Synergy_Bliss=-1.78, Synergy_Loewe=-30.9, Synergy_HSA=-0.462. (2) Drug 1: CCC1=CC2CC(C3=C(CN(C2)C1)C4=CC=CC=C4N3)(C5=C(C=C6C(=C5)C78CCN9C7C(C=CC9)(C(C(C8N6C)(C(=O)OC)O)OC(=O)C)CC)OC)C(=O)OC.C(C(C(=O)O)O)(C(=O)O)O. Drug 2: CC12CCC3C(C1CCC2OP(=O)(O)O)CCC4=C3C=CC(=C4)OC(=O)N(CCCl)CCCl.[Na+]. Cell line: COLO 205. Synergy scores: CSS=29.6, Synergy_ZIP=1.26, Synergy_Bliss=0.938, Synergy_Loewe=-57.4, Synergy_HSA=0.958. (3) Drug 1: CN(CCCl)CCCl.Cl. Drug 2: CC12CCC3C(C1CCC2OP(=O)(O)O)CCC4=C3C=CC(=C4)OC(=O)N(CCCl)CCCl.[Na+]. Cell line: SNB-75. Synergy scores: CSS=-2.94, Synergy_ZIP=-3.41, Synergy_Bliss=-7.05, Synergy_Loewe=-10.6, Synergy_HSA=-10.2.